Dataset: Peptide-MHC class I binding affinity with 185,985 pairs from IEDB/IMGT. Task: Regression. Given a peptide amino acid sequence and an MHC pseudo amino acid sequence, predict their binding affinity value. This is MHC class I binding data. (1) The binding affinity (normalized) is 0.0847. The MHC is HLA-A80:01 with pseudo-sequence HLA-A80:01. The peptide sequence is FTFDLTALK. (2) The peptide sequence is GTDPYRPSF. The MHC is HLA-A29:02 with pseudo-sequence HLA-A29:02. The binding affinity (normalized) is 0.140. (3) The peptide sequence is RPQLGVGDV. The MHC is HLA-A26:01 with pseudo-sequence HLA-A26:01. The binding affinity (normalized) is 0.0847. (4) The peptide sequence is VIRHVDGKI. The MHC is HLA-A02:06 with pseudo-sequence HLA-A02:06. The binding affinity (normalized) is 0.156. (5) The peptide sequence is DETKKQVNLM. The MHC is HLA-B40:02 with pseudo-sequence HLA-B40:02. The binding affinity (normalized) is 0. (6) The peptide sequence is RTFGQPLFF. The MHC is HLA-A29:02 with pseudo-sequence HLA-A29:02. The binding affinity (normalized) is 1.00. (7) The peptide sequence is LVGNTLTTC. The MHC is HLA-B57:01 with pseudo-sequence HLA-B57:01. The binding affinity (normalized) is 0.0847. (8) The peptide sequence is MLLKGTLFM. The MHC is HLA-B57:01 with pseudo-sequence HLA-B57:01. The binding affinity (normalized) is 0.0847. (9) The peptide sequence is SVIRLLIWAY. The MHC is HLA-A11:01 with pseudo-sequence HLA-A11:01. The binding affinity (normalized) is 0.736.